Task: Predict the reactants needed to synthesize the given product.. Dataset: Full USPTO retrosynthesis dataset with 1.9M reactions from patents (1976-2016) Given the product [Cl:1][C:2]1[CH:3]=[CH:4][C:5]([C:8]2[CH:13]=[CH:12][C:11]([O:14][S:31]([C:30]([F:43])([F:42])[F:29])(=[O:33])=[O:32])=[CH:10][C:9]=2[CH2:15][N:16]2[CH2:17][CH2:18][N:19]([C:22]([O:24][C:25]([CH3:28])([CH3:27])[CH3:26])=[O:23])[CH2:20][CH2:21]2)=[CH:6][CH:7]=1, predict the reactants needed to synthesize it. The reactants are: [Cl:1][C:2]1[CH:7]=[CH:6][C:5]([C:8]2[CH:13]=[CH:12][C:11]([OH:14])=[CH:10][C:9]=2[CH2:15][N:16]2[CH2:21][CH2:20][N:19]([C:22]([O:24][C:25]([CH3:28])([CH3:27])[CH3:26])=[O:23])[CH2:18][CH2:17]2)=[CH:4][CH:3]=1.[F:29][C:30]([F:43])([F:42])[S:31](O[S:31]([C:30]([F:43])([F:42])[F:29])(=[O:33])=[O:32])(=[O:33])=[O:32].